From a dataset of Ames mutagenicity test results for genotoxicity prediction. Regression/Classification. Given a drug SMILES string, predict its toxicity properties. Task type varies by dataset: regression for continuous values (e.g., LD50, hERG inhibition percentage) or binary classification for toxic/non-toxic outcomes (e.g., AMES mutagenicity, cardiotoxicity, hepatotoxicity). Dataset: ames. (1) The compound is O=C1NC(=O)C(c2ccccc2)(c2ccc(O)cc2)N1. The result is 0 (non-mutagenic). (2) The compound is C#CCOCC[n+]1ccccc1/C=N/O. The result is 0 (non-mutagenic). (3) The compound is Cc1ccc2c(C)c3ccccc3c(C)c2c1. The result is 1 (mutagenic). (4) The result is 1 (mutagenic). The molecule is O=[N+]([O-])c1ccc(N=Nc2ccccc2)cc1. (5) The compound is C=[N+]([O-])O. The result is 0 (non-mutagenic). (6) The molecule is CC(/C=C(\C#N)c1ccc(F)cc1)C(c1ccccc1)C(C#N)c1ccc(F)cc1. The result is 0 (non-mutagenic). (7) The compound is CCCCN(CCCO)N=O. The result is 1 (mutagenic). (8) The molecule is COc1cc2oc(-c3ccc(O)cc3)c(O)c(=O)c2cc1OC. The result is 0 (non-mutagenic).